Dataset: Reaction yield outcomes from USPTO patents with 853,638 reactions. Task: Predict the reaction yield, written as a fraction of the theoretical maximum amount of product (1.0 means a 100% yield; for example, 0.34 means a 34% yield). (1) The reactants are Br[C:2]1[C:7]([C:8]#[N:9])=[C:6]([N:10]2[CH2:15][CH2:14][CH:13]([C:16]3[CH:21]=[CH:20][CH:19]=[CH:18][CH:17]=3)[CH2:12][CH2:11]2)[CH:5]=[CH:4][N:3]=1.O.[NH2:23][NH2:24]. The catalyst is C1COCC1. The product is [C:8]([C:7]1[C:2]([NH:23][NH2:24])=[N:3][CH:4]=[CH:5][C:6]=1[N:10]1[CH2:15][CH2:14][CH:13]([C:16]2[CH:21]=[CH:20][CH:19]=[CH:18][CH:17]=2)[CH2:12][CH2:11]1)#[N:9]. The yield is 0.890. (2) The reactants are [C:1](O)(C(F)(F)F)=O.O[CH2:9][C:10]1[CH:15]=[CH:14][C:13]([O:16][C:17](=[O:26])[N:18]([CH3:25])[C:19]2[CH:24]=[CH:23][CH:22]=[CH:21][CH:20]=2)=[CH:12][CH:11]=1.[SH:27][C:28]1[N:29](C)[CH:30]=[CH:31][N:32]=1. No catalyst specified. The product is [CH3:1][CH:9]([S:27][C:28]1[NH:29][CH:30]=[CH:31][N:32]=1)[C:10]1[CH:15]=[CH:14][C:13]([O:16][C:17](=[O:26])[N:18]([CH3:25])[C:19]2[CH:24]=[CH:23][CH:22]=[CH:21][CH:20]=2)=[CH:12][CH:11]=1. The yield is 0.220. (3) The reactants are C(N1C=C(C2SC(C(OCC)=O)=C(C)N=2)N=N1)C1C=CC=CC=1.[F:24][C:25]1[CH:48]=[CH:47][C:28]([CH2:29][CH2:30][N:31]2[CH:35]=[C:34]([C:36]3[S:37][C:38]([C:42]([O:44]CC)=[O:43])=[C:39]([CH3:41])[N:40]=3)[N:33]=[N:32]2)=[CH:27][CH:26]=1. No catalyst specified. The product is [F:24][C:25]1[CH:48]=[CH:47][C:28]([CH2:29][CH2:30][N:31]2[CH:35]=[C:34]([C:36]3[S:37][C:38]([C:42]([OH:44])=[O:43])=[C:39]([CH3:41])[N:40]=3)[N:33]=[N:32]2)=[CH:27][CH:26]=1. The yield is 0.990. (4) The reactants are C(OC(=O)[NH:7][C:8]1[CH:13]=[CH:12][CH:11]=[C:10]([C:14]2[CH:19]=[CH:18][C:17]([CH2:20][NH:21][S:22]([CH3:25])(=[O:24])=[O:23])=[CH:16][CH:15]=2)[N:9]=1)(C)(C)C. The catalyst is Cl.CO. The product is [NH2:7][C:8]1[N:9]=[C:10]([C:14]2[CH:15]=[CH:16][C:17]([CH2:20][NH:21][S:22]([CH3:25])(=[O:24])=[O:23])=[CH:18][CH:19]=2)[CH:11]=[CH:12][CH:13]=1. The yield is 0.800. (5) The reactants are C(O[C:4]1[C:8]([O:9][CH2:10][CH3:11])=[N:7][S:6](=[O:12])[N:5]=1)C.[C:13]([O:17][C:18](=[O:29])[C@H:19]([CH2:21][C:22]1[CH:27]=[CH:26][C:25]([OH:28])=[CH:24][CH:23]=1)[NH2:20])([CH3:16])([CH3:15])[CH3:14]. The catalyst is C(O)C. The product is [C:13]([O:17][C:18](=[O:29])[C@H:19]([CH2:21][C:22]1[CH:27]=[CH:26][C:25]([OH:28])=[CH:24][CH:23]=1)[NH:20][C:4]1[C:8]([O:9][CH2:10][CH3:11])=[N:7][S:6](=[O:12])[N:5]=1)([CH3:16])([CH3:14])[CH3:15]. The yield is 0.880. (6) The reactants are [OH:1][C:2]1([CH:16]2[CH2:21][CH2:20][CH2:19][CH2:18][N:17]2[C:22]([O:24][C:25]([CH3:28])([CH3:27])[CH3:26])=[O:23])[CH2:5][N:4]([C:6]([O:8][CH2:9][C:10]2[CH:15]=[CH:14][CH:13]=[CH:12][CH:11]=2)=[O:7])[CH2:3]1.[CH3:29][O:30][C@:31]([C:39]1[CH:44]=[CH:43][CH:42]=[CH:41][CH:40]=1)([C:35]([F:38])([F:37])[F:36])[C:32](Cl)=[O:33]. The catalyst is ClCCl.CN(C1C=CN=CC=1)C. The product is [C:10]1([CH2:9][O:8][C:6]([N:4]2[CH2:3][C:2]([C@H:16]3[CH2:21][CH2:20][CH2:19][CH2:18][N:17]3[C:22]([O:24][C:25]([CH3:28])([CH3:27])[CH3:26])=[O:23])([O:1][C:32](=[O:33])[C@:31]([O:30][CH3:29])([C:39]3[CH:40]=[CH:41][CH:42]=[CH:43][CH:44]=3)[C:35]([F:37])([F:38])[F:36])[CH2:5]2)=[O:7])[CH:15]=[CH:14][CH:13]=[CH:12][CH:11]=1. The yield is 0.0500. (7) The yield is 0.530. The reactants are [Cl:1][C:2]1[S:6][C:5]([C:7]([OH:9])=O)=[CH:4][C:3]=1[C:10]1[N:14]([CH3:15])[N:13]=[CH:12][CH:11]=1.C(N(CC)C(C)C)(C)C.[NH2:25][C@@H:26]([CH2:39][CH:40]1[CH2:45][CH2:44][CH2:43][CH2:42][CH2:41]1)[CH2:27][N:28]1[C:36](=[O:37])[C:35]2[C:30](=[CH:31][CH:32]=[CH:33][CH:34]=2)[C:29]1=[O:38].CC(OC(N[C@H](C(O)=O)CC1C=CC=CC=1C(F)(F)F)=O)(C)C.F[P-](F)(F)(F)(F)F.Br[P+](N1CCCC1)(N1CCCC1)N1CCCC1. The catalyst is C(Cl)Cl. The product is [Cl:1][C:2]1[S:6][C:5]([C:7]([NH:25][C@H:26]([CH2:27][N:28]2[C:36](=[O:37])[C:35]3[C:30](=[CH:31][CH:32]=[CH:33][CH:34]=3)[C:29]2=[O:38])[CH2:39][CH:40]2[CH2:45][CH2:44][CH2:43][CH2:42][CH2:41]2)=[O:9])=[CH:4][C:3]=1[C:10]1[N:14]([CH3:15])[N:13]=[CH:12][CH:11]=1. (8) The reactants are [CH2:1]([O:3][CH2:4][CH2:5][O:6][CH2:7][CH2:8][C:9]#[N:10])[CH3:2].[NH2:11][OH:12]. The catalyst is CCO. The product is [CH2:1]([O:3][CH2:4][CH2:5][O:6][CH2:7][CH2:8][C:9](=[N:11][OH:12])[NH2:10])[CH3:2]. The yield is 0.976. (9) The reactants are [N+:1]([C:4]1[CH:10]=[CH:9][C:7]([NH2:8])=[CH:6][CH:5]=1)([O-:3])=[O:2].[Br:11]Br. The catalyst is CC(O)=O. The product is [Br:11][C:9]1[CH:10]=[C:4]([N+:1]([O-:3])=[O:2])[CH:5]=[CH:6][C:7]=1[NH2:8]. The yield is 0.720.